Dataset: Reaction yield outcomes from USPTO patents with 853,638 reactions. Task: Predict the reaction yield, written as a fraction of the theoretical maximum amount of product (1.0 means a 100% yield; for example, 0.34 means a 34% yield). (1) The reactants are [Cl:1][C:2]1[CH:7]=[C:6]([CH:8]2[CH2:10][CH2:9]2)[CH:5]=[C:4]([CH3:11])[C:3]=1[N:12]=[C:13]=[S:14].Cl.[NH2:16][NH:17][C:18](N)=[NH:19].C(N(C(C)C)CC)(C)C. The catalyst is CN(C)C=O. The product is [NH2:19][C:18]1[N:12]([C:3]2[C:4]([CH3:11])=[CH:5][C:6]([CH:8]3[CH2:9][CH2:10]3)=[CH:7][C:2]=2[Cl:1])[C:13]([SH:14])=[N:16][N:17]=1. The yield is 0.660. (2) The reactants are [Cl:1][C:2]1[CH:30]=[CH:29][CH:28]=[C:27]([Cl:31])[C:3]=1[C:4]([NH:6][C@H:7]([C:23]([O:25]C)=[O:24])[CH2:8][C:9]1[CH:14]=[CH:13][C:12](OS(C(F)(F)F)(=O)=O)=[CH:11][CH:10]=1)=[O:5].C(=O)([O-])[O-].[K+].[K+].CC1(C)C(C)(C)OB([C:46]2[CH2:47][CH2:48][O:49][CH2:50][CH:51]=2)O1. The catalyst is CN(C=O)C. The product is [Cl:1][C:2]1[CH:30]=[CH:29][CH:28]=[C:27]([Cl:31])[C:3]=1[C:4]([NH:6][C@H:7]([C:23]([OH:25])=[O:24])[CH2:8][C:9]1[CH:14]=[CH:13][C:12]([C:46]2[CH2:47][CH2:48][O:49][CH2:50][CH:51]=2)=[CH:11][CH:10]=1)=[O:5]. The yield is 0.580.